From a dataset of Catalyst prediction with 721,799 reactions and 888 catalyst types from USPTO. Predict which catalyst facilitates the given reaction. (1) Reactant: [NH2:1][CH2:2][CH2:3][N:4]1[C:13]([CH2:14][N:15]([CH3:17])[CH3:16])=[C:12]([C:18]2[CH:23]=[CH:22][CH:21]=[CH:20][CH:19]=2)[C:11]2[C:6](=[CH:7][CH:8]=[C:9]([O:24][CH3:25])[CH:10]=2)[C:5]1=[O:26].C(N(CC)CC)C.[CH3:34][S:35](Cl)(=[O:37])=[O:36].C(Cl)Cl. Product: [CH3:16][N:15]([CH2:14][C:13]1[N:4]([CH2:3][CH2:2][NH:1][S:35]([CH3:34])(=[O:37])=[O:36])[C:5](=[O:26])[C:6]2[C:11]([C:12]=1[C:18]1[CH:19]=[CH:20][CH:21]=[CH:22][CH:23]=1)=[CH:10][C:9]([O:24][CH3:25])=[CH:8][CH:7]=2)[CH3:17]. The catalyst class is: 28. (2) Reactant: [O:1]1[C:5]2[CH:6]=[CH:7][C:8]([C:10]3[CH:15]=[CH:14][C:13]([C:16]4[N:17]([CH2:22][C@@H:23]5[CH2:27][CH2:26][N:25]([C:28]([CH:30]6[CH2:32][CH2:31]6)=[O:29])[CH2:24]5)[C:18](=[O:21])[NH:19][N:20]=4)=[C:12]([F:33])[CH:11]=3)=[CH:9][C:4]=2[CH:3]=[CH:2]1.[C:34]([O-])([O-])=O.[K+].[K+].IC. Product: [O:1]1[C:5]2[CH:6]=[CH:7][C:8]([C:10]3[CH:15]=[CH:14][C:13]([C:16]4[N:17]([CH2:22][C@@H:23]5[CH2:27][CH2:26][N:25]([C:28]([CH:30]6[CH2:31][CH2:32]6)=[O:29])[CH2:24]5)[C:18](=[O:21])[N:19]([CH3:34])[N:20]=4)=[C:12]([F:33])[CH:11]=3)=[CH:9][C:4]=2[CH:3]=[CH:2]1. The catalyst class is: 23. (3) Reactant: [OH:1][C@@H:2]([CH2:24][C@@H:25]([CH3:30])[CH2:26][CH2:27][CH2:28][CH3:29])/[CH:3]=[CH:4]/[C@H:5]1[CH2:9][CH2:8][C:7](=[O:10])[C@@H:6]1[CH2:11][CH2:12][S:13][C:14]1[S:15][CH:16]=[C:17]([C:19]([O:21]CC)=[O:20])[N:18]=1.P([O-])([O-])([O-])=O. Product: [OH:1][C@@H:2]([CH2:24][C@@H:25]([CH3:30])[CH2:26][CH2:27][CH2:28][CH3:29])/[CH:3]=[CH:4]/[C@H:5]1[CH2:9][CH2:8][C:7](=[O:10])[C@@H:6]1[CH2:11][CH2:12][S:13][C:14]1[S:15][CH:16]=[C:17]([C:19]([OH:21])=[O:20])[N:18]=1. The catalyst class is: 148. (4) Reactant: [CH3:1][O:2][C:3]1[C:12]2[NH:11][C:10](=O)[C@@H:9]3[CH2:14][N:15]([C:17]([O:19][C:20]([CH3:23])([CH3:22])[CH3:21])=[O:18])[CH2:16][C@@H:8]3[C:7]=2[CH:6]=[CH:5][CH:4]=1. Product: [CH3:1][O:2][C:3]1[C:12]2[NH:11][CH2:10][C@@H:9]3[CH2:14][N:15]([C:17]([O:19][C:20]([CH3:23])([CH3:22])[CH3:21])=[O:18])[CH2:16][C@@H:8]3[C:7]=2[CH:6]=[CH:5][CH:4]=1. The catalyst class is: 1. (5) Reactant: [OH-].[K+].[C:3]([NH:11][C:12]1([CH2:16][C:17]([O:19]CC)=[O:18])[CH2:15][CH2:14][CH2:13]1)(=[O:10])[C:4]1[CH:9]=[CH:8][CH:7]=[CH:6][CH:5]=1. Product: [C:3]([NH:11][C:12]1([CH2:16][C:17]([OH:19])=[O:18])[CH2:15][CH2:14][CH2:13]1)(=[O:10])[C:4]1[CH:5]=[CH:6][CH:7]=[CH:8][CH:9]=1. The catalyst class is: 14.